From a dataset of Full USPTO retrosynthesis dataset with 1.9M reactions from patents (1976-2016). Predict the reactants needed to synthesize the given product. (1) Given the product [ClH:34].[F:8][C:6]1[CH:5]=[C:4]([C@H:9]2[N:14]([CH2:15][C:16]([O:18][CH3:19])=[O:17])[C:13](=[O:20])[C:12]3([CH2:21][O:22][CH2:23][CH2:24][O:25][CH2:26]3)[NH:11][CH2:10]2)[CH:3]=[C:2]([F:1])[CH:7]=1, predict the reactants needed to synthesize it. The reactants are: [F:1][C:2]1[CH:3]=[C:4]([C@H:9]2[N:14]([CH2:15][C:16]([O:18][CH3:19])=[O:17])[C:13](=[O:20])[C:12]3([CH2:26][O:25][CH2:24][CH2:23][O:22][CH2:21]3)[N:11](C(OC(C)(C)C)=O)[CH2:10]2)[CH:5]=[C:6]([F:8])[CH:7]=1.[ClH:34]. (2) Given the product [Br:19][C:20]1[CH:21]=[C:22]([CH:32]([CH2:38][C@H:39]2[CH2:59][CH2:58][C:41]3([O:45][C@H:44]([C:46]4[CH:51]=[CH:50][CH:49]=[CH:48][CH:47]=4)[C@@H:43]([C:52]4[CH:57]=[CH:56][CH:55]=[CH:54][CH:53]=4)[O:42]3)[CH2:40]2)[C:33]([O:35][CH3:36])=[O:34])[CH:23]=[CH:24][C:25]=1[S:26]([CH:29]1[CH2:31][CH2:30]1)(=[O:28])=[O:27], predict the reactants needed to synthesize it. The reactants are: C(NC(C)C)(C)C.C([Li])CCC.CCCCCC.[Br:19][C:20]1[CH:21]=[C:22]([CH2:32][C:33]([O:35][CH3:36])=[O:34])[CH:23]=[CH:24][C:25]=1[S:26]([CH:29]1[CH2:31][CH2:30]1)(=[O:28])=[O:27].I[CH2:38][C@H:39]1[CH2:59][CH2:58][C:41]2([O:45][C@H:44]([C:46]3[CH:51]=[CH:50][CH:49]=[CH:48][CH:47]=3)[C@@H:43]([C:52]3[CH:57]=[CH:56][CH:55]=[CH:54][CH:53]=3)[O:42]2)[CH2:40]1. (3) Given the product [Si:1]([O:8][CH2:9][C:10]1[C:19]([C:24]2[N:25]=[C:26]([Cl:29])[C:27]([F:28])=[C:22]([Cl:21])[N:23]=2)=[C:13]2[CH:14]=[C:15]([F:18])[CH:16]=[CH:17][N:12]2[N:11]=1)([C:4]([CH3:7])([CH3:6])[CH3:5])([CH3:3])[CH3:2], predict the reactants needed to synthesize it. The reactants are: [Si:1]([O:8][CH2:9][C:10]1[C:19](I)=[C:13]2[CH:14]=[C:15]([F:18])[CH:16]=[CH:17][N:12]2[N:11]=1)([C:4]([CH3:7])([CH3:6])[CH3:5])([CH3:3])[CH3:2].[Cl:21][C:22]1[C:27]([F:28])=[C:26]([Cl:29])[N:25]=[C:24](S(C)(=O)=O)[N:23]=1. (4) Given the product [CH2:1]([O:3][C:4](=[O:18])[CH2:5][CH2:6][CH2:7][O:8][C:9]1[CH:14]=[CH:13][C:12]([C:24]2[CH:23]=[CH:22][CH:21]=[C:20]([OH:19])[CH:25]=2)=[C:11]([F:16])[C:10]=1[F:17])[CH3:2], predict the reactants needed to synthesize it. The reactants are: [CH2:1]([O:3][C:4](=[O:18])[CH2:5][CH2:6][CH2:7][O:8][C:9]1[CH:14]=[CH:13][C:12](Br)=[C:11]([F:16])[C:10]=1[F:17])[CH3:2].[OH:19][C:20]1[CH:21]=[C:22](B(O)O)[CH:23]=[CH:24][CH:25]=1.C([O-])([O-])=O.[Na+].[Na+].N#N.